Dataset: Reaction yield outcomes from USPTO patents with 853,638 reactions. Task: Predict the reaction yield, written as a fraction of the theoretical maximum amount of product (1.0 means a 100% yield; for example, 0.34 means a 34% yield). (1) The reactants are [CH2:1]1[C@@H:5]2[CH:6]3[C:11](=[O:12])[O:10][C:8](=[O:9])[CH:7]3[C@H:2]1[CH:3]=[CH:4]2.C1(C)C=CC=CC=1.COC1C=CC2N=CC=C([C@@H](O)[C@H]3N4C[C@H](C=C)[C@@H](CC4)C3)C=2C=1.[CH3:44][OH:45]. The catalyst is C(Cl)(Cl)(Cl)Cl. The product is [CH3:44][O:45][C:11]([C@@H:6]1[C@H:5]2[CH2:1][C@H:2]([CH:3]=[CH:4]2)[C@@H:7]1[C:8]([OH:10])=[O:9])=[O:12]. The yield is 0.980. (2) The reactants are [O:1]=[S:2]1(=[O:38])[CH2:6][CH2:5][CH:4]([NH:7][S:8]([C:11]2[S:15][C:14]([C:16]3[CH:21]=[CH:20][N:19]=[C:18]4[NH:22][C:23]([C:25]5[CH2:26][CH2:27][CH2:28][N:29]([C:31]([O:33]C(C)(C)C)=[O:32])[CH:30]=5)=[CH:24][C:17]=34)=[CH:13][CH:12]=2)(=[O:10])=[O:9])[CH2:3]1. The catalyst is CN(C=O)C.CO. The product is [CH:31]([OH:33])=[O:32].[O:38]=[S:2]1(=[O:1])[CH2:6][CH2:5][CH:4]([NH:7][S:8]([C:11]2[S:15][C:14]([C:16]3[CH:21]=[CH:20][N:19]=[C:18]4[NH:22][C:23]([CH:25]5[CH2:26][CH2:27][CH2:28][NH:29][CH2:30]5)=[CH:24][C:17]=34)=[CH:13][CH:12]=2)(=[O:10])=[O:9])[CH2:3]1. The yield is 0.630. (3) The reactants are [F:1][C:2]([F:13])([F:12])[O:3][C:4]1[CH:11]=[CH:10][C:7]([CH:8]=O)=[CH:6][CH:5]=1.[NH2:14][C:15]1[N:16]=[N:17][C:18]([CH3:21])=[CH:19][CH:20]=1.C([O:24][C:25](=O)[C:26](=[O:40])[CH2:27][C:28]([C:30]1[CH:35]=[CH:34][C:33]([S:36]([CH3:39])(=[O:38])=[O:37])=[CH:32][CH:31]=1)=[O:29])C. No catalyst specified. The product is [OH:40][C:26]1[C:25](=[O:24])[N:14]([C:15]2[N:16]=[N:17][C:18]([CH3:21])=[CH:19][CH:20]=2)[CH:8]([C:7]2[CH:10]=[CH:11][C:4]([O:3][C:2]([F:13])([F:12])[F:1])=[CH:5][CH:6]=2)[C:27]=1[C:28](=[O:29])[C:30]1[CH:31]=[CH:32][C:33]([S:36]([CH3:39])(=[O:37])=[O:38])=[CH:34][CH:35]=1. The yield is 0.130.